From a dataset of Peptide-MHC class I binding affinity with 185,985 pairs from IEDB/IMGT. Regression. Given a peptide amino acid sequence and an MHC pseudo amino acid sequence, predict their binding affinity value. This is MHC class I binding data. (1) The peptide sequence is KRSRPSGDL. The MHC is Mamu-B03 with pseudo-sequence Mamu-B03. The binding affinity (normalized) is 0.587. (2) The peptide sequence is KYDDRIQSQ. The MHC is HLA-A03:01 with pseudo-sequence HLA-A03:01. The binding affinity (normalized) is 0.0847. (3) The peptide sequence is PTAIYTLEY. The MHC is HLA-A29:02 with pseudo-sequence HLA-A29:02. The binding affinity (normalized) is 0.834. (4) The peptide sequence is SYISGTNGI. The MHC is H-2-Kd with pseudo-sequence H-2-Kd. The binding affinity (normalized) is 0.972. (5) The peptide sequence is QLAKLMATL. The MHC is HLA-A02:01 with pseudo-sequence HLA-A02:01. The binding affinity (normalized) is 0.845. (6) The peptide sequence is TCDGNTFTY. The MHC is HLA-B40:01 with pseudo-sequence HLA-B40:01. The binding affinity (normalized) is 0.0847.